This data is from Full USPTO retrosynthesis dataset with 1.9M reactions from patents (1976-2016). The task is: Predict the reactants needed to synthesize the given product. (1) Given the product [F:1][C:2]1[CH:3]=[C:4]2[C:9](=[CH:10][CH:11]=1)[N:8]=[C:7]([CH:12]([NH2:14])[CH3:13])[C:6]([C:25]1[CH:30]=[CH:29][CH:28]=[CH:27][CH:26]=1)=[C:5]2[S:35]([CH3:39])(=[O:37])=[O:34], predict the reactants needed to synthesize it. The reactants are: [F:1][C:2]1[CH:3]=[C:4]2[C:9](=[CH:10][CH:11]=1)[N:8]=[C:7]([CH:12]([N:14]1C(=O)C3C(=CC=CC=3)C1=O)[CH3:13])[C:6]([C:25]1[CH:30]=[CH:29][CH:28]=[CH:27][CH:26]=1)=[C:5]2SC.O[O:34][S:35]([O-:37])=O.[K+].[CH2:39]1COCC1. (2) The reactants are: C(OC(=O)[CH:5]([C:16]1[N:17]([C:21]2[C:26]([Br:27])=[CH:25][CH:24]=[CH:23][N:22]=2)[N:18]=[CH:19][CH:20]=1)[C:6]1[CH:11]([CH2:12][CH2:13][CH3:14])[N:10]([OH:15])[CH:9]=[CH:8][N:7]=1)C.C([O-])(O)=O.[Na+]. Given the product [Br:27][C:26]1[C:21]([N:17]2[C:16]([CH2:5][C:6]3[CH:11]([CH2:12][CH2:13][CH3:14])[N:10]([OH:15])[CH:9]=[CH:8][N:7]=3)=[CH:20][CH:19]=[N:18]2)=[N:22][CH:23]=[CH:24][CH:25]=1, predict the reactants needed to synthesize it. (3) Given the product [F:28][C:12]([F:11])([C:21]1[CH:26]=[CH:25][C:24]([F:27])=[CH:23][CH:22]=1)[CH2:13][N:14]1[CH2:19][CH2:18][CH:17]([NH:20][C:2]2[C:3]3[CH:10]=[CH:9][NH:8][C:4]=3[N:5]=[CH:6][N:7]=2)[CH2:16][CH2:15]1, predict the reactants needed to synthesize it. The reactants are: Cl[C:2]1[C:3]2[CH:10]=[CH:9][NH:8][C:4]=2[N:5]=[CH:6][N:7]=1.[F:11][C:12]([F:28])([C:21]1[CH:26]=[CH:25][C:24]([F:27])=[CH:23][CH:22]=1)[CH2:13][N:14]1[CH2:19][CH2:18][CH:17]([NH2:20])[CH2:16][CH2:15]1.CCN(C(C)C)C(C)C. (4) Given the product [CH3:22][O:21][C:18]1[CH:19]=[CH:20][C:15]([C:8]23[NH:14][CH2:13][CH2:12][N:9]2[C:10](=[O:11])[C:5]2[N:6]([C:2]([C:35]#[C:34][Si:31]([CH3:33])([CH3:32])[CH3:30])=[CH:3][CH:4]=2)[CH2:7]3)=[CH:16][CH:17]=1, predict the reactants needed to synthesize it. The reactants are: Br[C:2]1[N:6]2[CH2:7][C:8]3([C:15]4[CH:20]=[CH:19][C:18]([O:21][CH3:22])=[CH:17][CH:16]=4)[NH:14][CH2:13][CH2:12][N:9]3[C:10](=[O:11])[C:5]2=[CH:4][CH:3]=1.C(N(CC)CC)C.[CH3:30][Si:31]([C:34]#[CH:35])([CH3:33])[CH3:32]. (5) Given the product [CH3:1][C:2]1([CH3:27])[CH2:11][C:10]2[C:5](=[CH:6][CH:7]=[C:8]([C:12]([NH:34][S:31]([CH:28]3[CH2:30][CH2:29]3)(=[O:33])=[O:32])=[O:13])[CH:9]=2)[NH:4][CH:3]1[C:15]1[CH:16]=[CH:17][C:18]([N:21]2[CH2:26][CH2:25][O:24][CH2:23][CH2:22]2)=[CH:19][CH:20]=1, predict the reactants needed to synthesize it. The reactants are: [CH3:1][C:2]1([CH3:27])[CH2:11][C:10]2[C:5](=[CH:6][CH:7]=[C:8]([C:12](O)=[O:13])[CH:9]=2)[NH:4][CH:3]1[C:15]1[CH:20]=[CH:19][C:18]([N:21]2[CH2:26][CH2:25][O:24][CH2:23][CH2:22]2)=[CH:17][CH:16]=1.[CH:28]1([S:31]([NH2:34])(=[O:33])=[O:32])[CH2:30][CH2:29]1.